Predict the reactants needed to synthesize the given product. From a dataset of Full USPTO retrosynthesis dataset with 1.9M reactions from patents (1976-2016). (1) Given the product [CH:15]1([N:14]([CH:12]([C:3]2[CH:4]=[CH:5][C:6]3[C:11](=[CH:10][CH:9]=[CH:8][CH:7]=3)[CH:2]=2)[CH3:13])[C:31]([C@@H:27]2[O:28][CH2:29][CH2:30][N:25]([C:23]([O:22][C:18]([CH3:21])([CH3:20])[CH3:19])=[O:24])[CH2:26]2)=[O:32])[CH2:17][CH2:16]1, predict the reactants needed to synthesize it. The reactants are: Cl.[CH:2]1[C:11]2[C:6](=[CH:7][CH:8]=[CH:9][CH:10]=2)[CH:5]=[CH:4][C:3]=1[CH:12]([NH:14][CH:15]1[CH2:17][CH2:16]1)[CH3:13].[C:18]([O:22][C:23]([N:25]1[CH2:30][CH2:29][O:28][C@@H:27]([C:31](O)=[O:32])[CH2:26]1)=[O:24])([CH3:21])([CH3:20])[CH3:19].ON1C2C=CC=CC=2N=N1.C(N(C(C)C)CC)(C)C.Cl.C(N=C=NCCCN(C)C)C.C(=O)([O-])O.[Na+]. (2) Given the product [K:46].[CH3:1][C:2]([O:4][C:5]1[CH:6]=[CH:7][CH:8]=[C:9]2[C:26](=[O:27])[C:14]3[CH:15]=[C:16]([C:23]([OH:25])=[O:24])[CH:17]=[C:18]([O:19][C:20]([CH3:22])=[O:21])[C:13]=3[C:11](=[O:12])[C:10]=12)=[O:3], predict the reactants needed to synthesize it. The reactants are: [CH3:1][C:2]([O:4][C:5]1[CH:6]=[CH:7][CH:8]=[C:9]2[C:26](=[O:27])[C:14]3[CH:15]=[C:16]([C:23]([OH:25])=[O:24])[CH:17]=[C:18]([O:19][C:20]([CH3:22])=[O:21])[C:13]=3[C:11](=[O:12])[C:10]=12)=[O:3].O.C(N(CC)CC)C.C(OCC)(=O)CCCCC.[K:46].